This data is from Reaction yield outcomes from USPTO patents with 853,638 reactions. The task is: Predict the reaction yield, written as a fraction of the theoretical maximum amount of product (1.0 means a 100% yield; for example, 0.34 means a 34% yield). (1) The reactants are [CH3:1][CH:2]([O:4][C:5]1[CH:6]=[C:7]([O:25][C:26]2[CH:31]=[CH:30][C:29]([S:32]([CH3:35])(=[O:34])=[O:33])=[CH:28][CH:27]=2)[CH:8]=[C:9]2[C:13]=1[NH:12][C:11]([C:14]1[S:15][CH:16]([CH2:19]C(OCC)=O)[CH2:17][N:18]=1)=[CH:10]2)[CH3:3].[O:36]1[CH2:40][CH2:39]CC1.[CH3:41][Mg]Br.Cl. The catalyst is O1CCCC1. The product is [CH3:41][C:40]([OH:36])([CH3:39])[CH2:19][CH:16]1[S:15][C:14]([C:11]2[NH:12][C:13]3[C:9]([CH:10]=2)=[CH:8][C:7]([O:25][C:26]2[CH:31]=[CH:30][C:29]([S:32]([CH3:35])(=[O:33])=[O:34])=[CH:28][CH:27]=2)=[CH:6][C:5]=3[O:4][CH:2]([CH3:3])[CH3:1])=[N:18][CH2:17]1. The yield is 0.100. (2) The reactants are [F:1][C:2]([F:19])([F:18])[C:3]1[CH:4]=[CH:5][C:6]([O:9][C:10]2[CH:11]=[C:12]([CH2:16]O)[CH:13]=[CH:14][CH:15]=2)=[N:7][CH:8]=1.S(Cl)([Cl:22])=O.C1(C)C=CC=CC=1. The catalyst is ClCCl. The product is [Cl:22][CH2:16][C:12]1[CH:11]=[C:10]([CH:15]=[CH:14][CH:13]=1)[O:9][C:6]1[CH:5]=[CH:4][C:3]([C:2]([F:19])([F:18])[F:1])=[CH:8][N:7]=1. The yield is 0.980.